Dataset: Reaction yield outcomes from USPTO patents with 853,638 reactions. Task: Predict the reaction yield, written as a fraction of the theoretical maximum amount of product (1.0 means a 100% yield; for example, 0.34 means a 34% yield). (1) The reactants are [OH-].[Na+].[Br:3][C:4]1[CH:21]=[CH:20][C:7]([O:8][C:9]2[C:14]([C:15]([O:17]CC)=[O:16])=[CH:13][N:12]=[CH:11][CH:10]=2)=[CH:6][CH:5]=1.C(O)=O.[Na+].[Cl-]. The catalyst is C1COCC1.O. The product is [Br:3][C:4]1[CH:21]=[CH:20][C:7]([O:8][C:9]2[C:14]([C:15]([OH:17])=[O:16])=[CH:13][N:12]=[CH:11][CH:10]=2)=[CH:6][CH:5]=1. The yield is 1.03. (2) The reactants are [CH:1]1[C:9]2[C:8]3[CH:10]=[CH:11][CH:12]=[CH:13][C:7]=3[S:6][C:5]=2[CH:4]=[CH:3][CH:2]=1.[C:14](Cl)(=[O:21])[C:15]1[CH:20]=[CH:19][CH:18]=[CH:17][CH:16]=1.[Al+3].[Cl-].[Cl-].[Cl-].CCCCCC. The catalyst is C(Cl)Cl.C(Cl)(Cl)Cl. The product is [CH:1]1[C:9]2[C:8]3[CH:10]=[CH:11][CH:12]=[CH:13][C:7]=3[S:6][C:5]=2[CH:4]=[CH:3][C:2]=1[C:14]([C:15]1[CH:20]=[CH:19][CH:18]=[CH:17][CH:16]=1)=[O:21]. The yield is 0.900. (3) The yield is 0.850. The reactants are [NH2:1][C:2]1[CH:13]=[CH:12][C:5]([CH2:6][NH:7][S:8]([CH3:11])(=[O:10])=[O:9])=[C:4]([F:14])[CH:3]=1.[C:15]1([O:21][C:22](Cl)=[O:23])[CH:20]=[CH:19][CH:18]=[CH:17][CH:16]=1.N1C=CC=CC=1. The catalyst is O1CCCC1.C(#N)C.C(OCC)(=O)C. The product is [F:14][C:4]1[CH:3]=[C:2]([NH:1][C:22](=[O:23])[O:21][C:15]2[CH:20]=[CH:19][CH:18]=[CH:17][CH:16]=2)[CH:13]=[CH:12][C:5]=1[CH2:6][NH:7][S:8]([CH3:11])(=[O:10])=[O:9].